Dataset: Full USPTO retrosynthesis dataset with 1.9M reactions from patents (1976-2016). Task: Predict the reactants needed to synthesize the given product. (1) Given the product [NH2:1][C:2]1[C:16]2[C:15](=[O:17])[C:14]([C:18]([OH:20])=[O:19])=[CH:13][N:7]3[C@@H:8]([CH2:11][F:12])[CH2:9][O:10][C:5]([C:6]=23)=[C:4]([F:23])[C:3]=1[F:24], predict the reactants needed to synthesize it. The reactants are: [NH2:1][C:2]1[C:16]2[C:15](=[O:17])[C:14]([C:18]([O:20]CC)=[O:19])=[CH:13][N:7]3[C@@H:8]([CH2:11][F:12])[CH2:9][O:10][C:5]([C:6]=23)=[C:4]([F:23])[C:3]=1[F:24]. (2) Given the product [CH3:4][NH:5][C@@H:6]1[C:15]2[C:10](=[CH:11][CH:12]=[CH:13][CH:14]=2)[CH2:9][CH2:8][CH2:7]1, predict the reactants needed to synthesize it. The reactants are: C(O[C:4](=O)[NH:5][CH:6]1[C:15]2[C:10](=[CH:11][CH:12]=[CH:13][CH:14]=2)[CH2:9][CH2:8][CH2:7]1)C.CCOCC.CCO. (3) The reactants are: [CH3:1][O:2][C:3]1[CH:8]=[CH:7][CH:6]=[CH:5][C:4]=1[NH:9][C:10]1[C:11]([NH2:16])=[CH:12][CH:13]=[CH:14][CH:15]=1.[S:17](N)(N)(=[O:19])=[O:18]. Given the product [CH3:1][O:2][C:3]1[CH:8]=[CH:7][CH:6]=[CH:5][C:4]=1[N:9]1[C:10]2[CH:15]=[CH:14][CH:13]=[CH:12][C:11]=2[NH:16][S:17]1(=[O:19])=[O:18], predict the reactants needed to synthesize it.